This data is from Full USPTO retrosynthesis dataset with 1.9M reactions from patents (1976-2016). The task is: Predict the reactants needed to synthesize the given product. (1) Given the product [ClH:35].[C:2]([NH2:1])(=[O:3])[C:4]1[CH:5]=[CH:6][CH:7]=[CH:8][CH:9]=1, predict the reactants needed to synthesize it. The reactants are: [NH2:1][C:2]([C:4]1[CH:5]=[CH:6][C:7](OC2C=C(C)C=C(C)C=2)=[C:8](S(N2CCN(C(OC(C)(C)C)=O)CC2)(=O)=O)[CH:9]=1)=[O:3].[ClH:35]. (2) Given the product [O:26]=[S:23]1(=[O:27])[CH2:24][CH2:25][N:20]([C:2]2[C:3]3[N:4]([N:8]=[C:9]([NH:11][C:12]4[CH:17]=[CH:16][C:15]([O:18][CH3:19])=[CH:14][CH:13]=4)[N:10]=3)[CH:5]=[CH:6][CH:7]=2)[CH2:21][CH2:22]1, predict the reactants needed to synthesize it. The reactants are: Br[C:2]1[C:3]2[N:4]([N:8]=[C:9]([NH:11][C:12]3[CH:17]=[CH:16][C:15]([O:18][CH3:19])=[CH:14][CH:13]=3)[N:10]=2)[CH:5]=[CH:6][CH:7]=1.[NH:20]1[CH2:25][CH2:24][S:23](=[O:27])(=[O:26])[CH2:22][CH2:21]1. (3) Given the product [F:27][C:28]([F:43])([F:44])[C:29](=[O:42])[CH2:30][C:31]([C:34]1[CH:39]=[C:38]([Br:1])[CH:37]=[CH:36][C:35]=1[O:40][CH3:41])([CH3:33])[CH3:32], predict the reactants needed to synthesize it. The reactants are: [Br:1]N1C(=O)CCC1=O.C(OOC(=O)C1C=CC=CC=1)(=O)C1C=CC=CC=1.[F:27][C:28]([F:44])([F:43])[C:29](=[O:42])[CH2:30][C:31]([C:34]1[CH:39]=[CH:38][CH:37]=[CH:36][C:35]=1[O:40][CH3:41])([CH3:33])[CH3:32]. (4) Given the product [NH2:1][C:2]1[N:7]=[C:6]([N:8]2[C@H:13]([CH3:14])[CH2:12][CH2:11][C@H:10]([C:15]([NH:66][CH:60]3[CH2:65][CH2:64][CH2:63][CH2:62][CH2:61]3)=[O:16])[CH2:9]2)[CH:5]=[C:4]([C:18]2[CH:23]=[CH:22][C:21]([C:24]#[N:25])=[C:20]([F:26])[CH:19]=2)[N:3]=1, predict the reactants needed to synthesize it. The reactants are: [NH2:1][C:2]1[N:7]=[C:6]([N:8]2[C@H:13]([CH3:14])[CH2:12][CH2:11][C@H:10]([C:15](O)=[O:16])[CH2:9]2)[CH:5]=[C:4]([C:18]2[CH:23]=[CH:22][C:21]([C:24]#[N:25])=[C:20]([F:26])[CH:19]=2)[N:3]=1.CN(C(ON1N=NC2C=CC=NC1=2)=[N+](C)C)C.F[P-](F)(F)(F)(F)F.CCN(C(C)C)C(C)C.[CH:60]1([NH2:66])[CH2:65][CH2:64][CH2:63][CH2:62][CH2:61]1. (5) Given the product [CH3:17][Si:18]([CH3:25])([CH3:24])[CH2:19][CH2:20][O:21][CH2:22][O:1][C:2]1[CH:7]=[CH:6][CH:5]=[CH:4][C:3]=1[CH2:8][CH2:9][OH:10], predict the reactants needed to synthesize it. The reactants are: [OH:1][C:2]1[CH:7]=[CH:6][CH:5]=[CH:4][C:3]=1[CH2:8][CH2:9][OH:10].C(=O)([O-])[O-].[K+].[K+].[CH3:17][Si:18]([CH3:25])([CH3:24])[CH2:19][CH2:20][O:21][CH2:22]Cl. (6) Given the product [CH3:1][N:2]1[CH2:15][CH2:14][C:5]2[N:6]([CH2:17][CH2:16][C:18]3[CH:19]=[CH:20][C:21](=[O:24])[NH:22][CH:23]=3)[C:7]3[CH:8]=[CH:9][C:10]([CH3:13])=[CH:11][C:12]=3[C:4]=2[CH2:3]1, predict the reactants needed to synthesize it. The reactants are: [CH3:1][N:2]1[CH2:15][CH2:14][C:5]2[NH:6][C:7]3[CH:8]=[CH:9][C:10]([CH3:13])=[CH:11][C:12]=3[C:4]=2[CH2:3]1.[CH:16]([C:18]1[CH:19]=[CH:20][C:21](=[O:24])[NH:22][CH:23]=1)=[CH2:17].[OH-].[K+]. (7) Given the product [N:41]1([C:2]2[CH:26]=[CH:25][C:5]([C:6]([NH:8][C:9]3[CH:24]=[CH:23][CH:22]=[CH:21][C:10]=3[C:11]([NH:13][C:14]3[CH:19]=[CH:18][C:17]([Cl:20])=[CH:16][N:15]=3)=[O:12])=[O:7])=[C:4]([O:27][CH:28]3[CH2:33][CH2:32][N:31]([C:34]([O:36][C:37]([CH3:40])([CH3:39])[CH3:38])=[O:35])[CH2:30][CH2:29]3)[CH:3]=2)[CH2:45][CH2:44][CH2:43][CH2:42]1, predict the reactants needed to synthesize it. The reactants are: F[C:2]1[CH:26]=[CH:25][C:5]([C:6]([NH:8][C:9]2[CH:24]=[CH:23][CH:22]=[CH:21][C:10]=2[C:11]([NH:13][C:14]2[CH:19]=[CH:18][C:17]([Cl:20])=[CH:16][N:15]=2)=[O:12])=[O:7])=[C:4]([O:27][CH:28]2[CH2:33][CH2:32][N:31]([C:34]([O:36][C:37]([CH3:40])([CH3:39])[CH3:38])=[O:35])[CH2:30][CH2:29]2)[CH:3]=1.[NH:41]1[CH2:45][CH2:44][CH2:43][CH2:42]1. (8) Given the product [CH:8]1([NH:7][C:5](=[O:6])[C:4]2[CH:14]=[C:15]([NH:17][C:23]([CH:18]3[CH2:22][CH2:21][CH2:20][CH2:19]3)=[O:24])[CH:16]=[C:2]([NH:1][C:31]([CH:30]3[CH2:37][CH2:36][CH2:28][CH2:29]3)=[O:32])[CH:3]=2)[CH2:13][CH2:12][CH2:11][CH2:10][CH2:9]1, predict the reactants needed to synthesize it. The reactants are: [NH2:1][C:2]1[CH:3]=[C:4]([CH:14]=[C:15]([NH2:17])[CH:16]=1)[C:5]([NH:7][CH:8]1[CH2:13][CH2:12][CH2:11][CH2:10][CH2:9]1)=[O:6].[CH:18]1([C:23](Cl)=[O:24])[CH2:22][CH2:21][CH2:20][CH2:19]1.CN1[C:31](=[O:32])[CH2:30][CH2:29][CH2:28]1.[Li+].[Cl-].N1C=CC=[CH:37][CH:36]=1. (9) Given the product [Cl:1][C:2]1[C:3]([C:18]([NH:27][CH:24]2[CH2:25][CH2:26][O:21][CH2:22][CH2:23]2)=[O:19])=[N:4][O:5][C:6]=1[C:7]1[CH:12]=[CH:11][C:10]([C:13]([F:16])([F:14])[F:15])=[C:9]([F:17])[CH:8]=1, predict the reactants needed to synthesize it. The reactants are: [Cl:1][C:2]1[C:3]([C:18](O)=[O:19])=[N:4][O:5][C:6]=1[C:7]1[CH:12]=[CH:11][C:10]([C:13]([F:16])([F:15])[F:14])=[C:9]([F:17])[CH:8]=1.[O:21]1[CH2:26][CH2:25][CH:24]([NH2:27])[CH2:23][CH2:22]1.C(N(CC)CC)C.CCCP1(OP(CCC)(=O)OP(CCC)(=O)O1)=O.